Task: Predict the reactants needed to synthesize the given product.. Dataset: Full USPTO retrosynthesis dataset with 1.9M reactions from patents (1976-2016) (1) Given the product [CH2:25]([N:22]1[CH2:23][CH2:24][C:19]([C:16]2[CH:17]=[CH:18][C:13]([C:12]([N:3]([CH2:4][CH3:5])[CH2:1][CH3:2])=[O:11])=[CH:14][CH:15]=2)([C:32]2[CH:37]=[CH:36][CH:35]=[C:34]([O:38][CH3:39])[CH:33]=2)[CH2:20][CH2:21]1)[C:26]1[CH:27]=[CH:28][CH:29]=[CH:30][CH:31]=1, predict the reactants needed to synthesize it. The reactants are: [CH2:1]([NH:3][CH2:4][CH3:5])[CH3:2].C[Al](C)C.C[O:11][C:12](=O)[C:13]1[CH:18]=[CH:17][C:16]([C:19]2([C:32]3[CH:37]=[CH:36][CH:35]=[C:34]([O:38][CH3:39])[CH:33]=3)[CH2:24][CH2:23][N:22]([CH2:25][C:26]3[CH:31]=[CH:30][CH:29]=[CH:28][CH:27]=3)[CH2:21][CH2:20]2)=[CH:15][CH:14]=1.C([O-])(O)=O.[Na+]. (2) Given the product [Cl:1][C:2]1[CH:3]=[C:4]([C:18]2[C:31]3[C:32]4=[C:33]5[C:28](=[CH:29][CH:30]=3)[C:27]([C:4]3[CH:5]=[CH:6][CH:7]=[C:2]([Cl:1])[CH:3]=3)=[CH:26][C:25]([C:4]3[CH:5]=[CH:6][CH:7]=[C:2]([Cl:1])[CH:3]=3)=[C:24]5[CH:23]=[CH:22][C:21]4=[C:20]([C:6]3[CH:5]=[CH:4][CH:3]=[C:2]([Cl:1])[CH:7]=3)[CH:19]=2)[CH:5]=[CH:6][CH:7]=1, predict the reactants needed to synthesize it. The reactants are: [Cl:1][C:2]1[CH:3]=[C:4](B(O)O)[CH:5]=[CH:6][CH:7]=1.C(=O)([O-])[O-].[Na+].[Na+].Br[C:18]1[C:31]2[C:32]3=[C:33]4[C:28](=[CH:29][CH:30]=2)[C:27](Br)=[CH:26][C:25](Br)=[C:24]4[CH:23]=[CH:22][C:21]3=[C:20](Br)[CH:19]=1. (3) Given the product [CH2:1]([O:8][C:9](=[O:21])[CH2:10][N:11]1[C:15]2[CH:16]=[CH:17][CH:18]=[CH:19][C:14]=2[N:13]([CH2:24][CH3:25])[C:12]1=[O:20])[C:2]1[CH:7]=[CH:6][CH:5]=[CH:4][CH:3]=1, predict the reactants needed to synthesize it. The reactants are: [CH2:1]([O:8][C:9](=[O:21])[CH2:10][N:11]1[C:15]2[CH:16]=[CH:17][CH:18]=[CH:19][C:14]=2[NH:13][C:12]1=[O:20])[C:2]1[CH:7]=[CH:6][CH:5]=[CH:4][CH:3]=1.[H-].[Na+].[CH2:24](I)[CH3:25]. (4) Given the product [CH2:5]([C:8]1[CH:13]=[C:12]([OH:14])[CH:11]=[C:10]([CH:9]=1)[OH:16])[CH:6]=[CH2:7], predict the reactants needed to synthesize it. The reactants are: [Al](I)(I)I.[CH2:5]([C:8]1[CH:9]=[C:10]([O:16]C)[CH:11]=[C:12]([O:14]C)[CH:13]=1)[CH:6]=[CH2:7]. (5) Given the product [ClH:44].[ClH:44].[F:1][C:2]1[CH:7]=[CH:6][CH:5]=[CH:4][C:3]=1[C:8]1[N:9]=[C:10]([CH2:28][NH:29][CH3:30])[S:11][C:12]=1[S:13]([C:16]1[CH:21]=[CH:20][CH:19]=[C:18]([CH2:22][N:23]2[CH2:27][CH2:26][CH2:25][CH2:24]2)[CH:17]=1)(=[O:14])=[O:15], predict the reactants needed to synthesize it. The reactants are: [F:1][C:2]1[CH:7]=[CH:6][CH:5]=[CH:4][C:3]=1[C:8]1[N:9]=[C:10]([CH2:28][N:29](C)[C:30](=O)OC(C)(C)C)[S:11][C:12]=1[S:13]([C:16]1[CH:21]=[CH:20][CH:19]=[C:18]([CH2:22][N:23]2[CH2:27][CH2:26][CH2:25][CH2:24]2)[CH:17]=1)(=[O:15])=[O:14].C(OCC)(=O)C.[ClH:44]. (6) Given the product [NH:18]1[C:26]2[C:21](=[CH:22][C:23]([C:27]([NH:1][C:2]3[CH:3]=[C:4]4[C:8](=[CH:9][CH:10]=3)[N:7]([C:11]3[CH:16]=[CH:15][C:14]([NH:17][C:27]([C:23]5[CH:22]=[C:21]6[C:26](=[CH:25][CH:24]=5)[NH:18][CH:19]=[CH:20]6)=[O:29])=[CH:13][CH:12]=3)[N:6]=[CH:5]4)=[O:29])=[CH:24][CH:25]=2)[CH:20]=[CH:19]1, predict the reactants needed to synthesize it. The reactants are: [NH2:1][C:2]1[CH:3]=[C:4]2[C:8](=[CH:9][CH:10]=1)[N:7]([C:11]1[CH:16]=[CH:15][C:14]([NH2:17])=[CH:13][CH:12]=1)[N:6]=[CH:5]2.[NH:18]1[C:26]2[C:21](=[CH:22][C:23]([C:27]([OH:29])=O)=[CH:24][CH:25]=2)[CH:20]=[CH:19]1.